This data is from Peptide-MHC class I binding affinity with 185,985 pairs from IEDB/IMGT. The task is: Regression. Given a peptide amino acid sequence and an MHC pseudo amino acid sequence, predict their binding affinity value. This is MHC class I binding data. (1) The peptide sequence is YTFEPHYFY. The MHC is HLA-C08:02 with pseudo-sequence HLA-C08:02. The binding affinity (normalized) is 0.0847. (2) The peptide sequence is HAETESATL. The MHC is HLA-A02:01 with pseudo-sequence HLA-A02:01. The binding affinity (normalized) is 0.0847. (3) The binding affinity (normalized) is 0.564. The peptide sequence is CTCGSSDLY. The MHC is HLA-A01:01 with pseudo-sequence HLA-A01:01. (4) The peptide sequence is NHINVQLSL. The MHC is Mamu-A07 with pseudo-sequence Mamu-A07. The binding affinity (normalized) is 0.923. (5) The peptide sequence is RTSKAALER. The MHC is HLA-B44:03 with pseudo-sequence HLA-B44:03. The binding affinity (normalized) is 0.